This data is from Catalyst prediction with 721,799 reactions and 888 catalyst types from USPTO. The task is: Predict which catalyst facilitates the given reaction. (1) Reactant: [CH3:1][C:2]1[O:6][C:5]([C:7]2[CH:12]=[CH:11][C:10]([C:13]([NH:15][CH2:16][C:17]3[CH:18]=[N:19][CH:20]=[CH:21][CH:22]=3)=[O:14])=[CH:9][CH:8]=2)=[N:4][C:3]=1[CH2:23][S:24]([C:27]1[CH:32]=[CH:31][C:30]([C:33]#[C:34][CH2:35][O:36][CH2:37][CH2:38][O:39][CH2:40][CH2:41][O:42][CH2:43][CH2:44][O:45][CH2:46][CH2:47][O:48][CH2:49][CH2:50][O:51][CH2:52][CH2:53][NH:54][C:55](=[O:61])[O:56][C:57]([CH3:60])([CH3:59])[CH3:58])=[CH:29][CH:28]=1)(=[O:26])=[O:25]. Product: [CH3:1][C:2]1[O:6][C:5]([C:7]2[CH:8]=[CH:9][C:10]([C:13]([NH:15][CH2:16][C:17]3[CH:18]=[N:19][CH:20]=[CH:21][CH:22]=3)=[O:14])=[CH:11][CH:12]=2)=[N:4][C:3]=1[CH2:23][S:24]([C:27]1[CH:32]=[CH:31][C:30]([CH2:33][CH2:34][CH2:35][O:36][CH2:37][CH2:38][O:39][CH2:40][CH2:41][O:42][CH2:43][CH2:44][O:45][CH2:46][CH2:47][O:48][CH2:49][CH2:50][O:51][CH2:52][CH2:53][NH:54][C:55](=[O:61])[O:56][C:57]([CH3:59])([CH3:58])[CH3:60])=[CH:29][CH:28]=1)(=[O:26])=[O:25]. The catalyst class is: 19. (2) Reactant: [CH3:1][C:2]1[N:3]=[C:4]([S:14][CH3:15])[NH:5][C:6](=O)[C:7]=1[C:8]([O:10][CH2:11][CH3:12])=[O:9].P(Cl)(Cl)([Cl:18])=O. Product: [Cl:18][C:6]1[C:7]([C:8]([O:10][CH2:11][CH3:12])=[O:9])=[C:2]([CH3:1])[N:3]=[C:4]([S:14][CH3:15])[N:5]=1. The catalyst class is: 413.